Dataset: Forward reaction prediction with 1.9M reactions from USPTO patents (1976-2016). Task: Predict the product of the given reaction. (1) The product is: [C:28]([C:25]1[CH:26]=[CH:27][C:22]([CH2:21][C:18]2([NH2:32])[CH2:19][CH2:20][N:15]([C:7]3[CH:6]=[CH:11][N:10]=[C:9]4[NH:12][N:13]=[CH:14][C:8]=34)[CH2:16][CH2:17]2)=[CH:23][CH:24]=1)([CH3:31])([CH3:29])[CH3:30]. Given the reactants C(OC([C:6]1[C:7]([N:15]2[CH2:20][CH2:19][C:18]([NH2:32])([CH2:21][C:22]3[CH:27]=[CH:26][C:25]([C:28]([CH3:31])([CH3:30])[CH3:29])=[CH:24][CH:23]=3)[CH2:17][CH2:16]2)=[C:8]2[CH:14]=[N:13][NH:12][C:9]2=[N:10][CH:11]=1)=O)C.O, predict the reaction product. (2) Given the reactants F[B-](F)(F)F.F[B-](F)(F)F.[CH2:11]([O:18][C:19](=[CH:24][N:25]([CH3:27])C)[CH:20]=[N+:21](C)C)[C:12]1[CH:17]=[CH:16][CH:15]=[CH:14][CH:13]=1.Cl.[CH:29]1(C(N)=N)[CH2:31][CH2:30]1.C[O-].[Na+], predict the reaction product. The product is: [CH2:11]([O:18][C:19]1[CH:20]=[N:21][C:27]([CH:29]2[CH2:31][CH2:30]2)=[N:25][CH:24]=1)[C:12]1[CH:13]=[CH:14][CH:15]=[CH:16][CH:17]=1. (3) Given the reactants [F:1][C:2]1[CH:3]=[C:4]([O:8][C:9]2[CH:31]=[N:30][C:12]3[N:13]([CH3:29])[C:14](=[O:28])[N:15]([CH2:18][CH2:19][CH2:20][O:21][CH:22]4[CH2:27][CH2:26][CH2:25][CH2:24][O:23]4)[C:16](=[O:17])[C:11]=3[CH:10]=2)[CH:5]=[N:6][CH:7]=1.[Li+].CC([N-]C(C)C)C.[Cl:40][C:41]1[CH:48]=[CH:47][C:44]([CH:45]=[O:46])=[CH:43][CH:42]=1, predict the reaction product. The product is: [Cl:40][C:41]1[CH:48]=[CH:47][C:44]([CH:45]([OH:46])[C:10]2[C:11]3[C:16](=[O:17])[N:15]([CH2:18][CH2:19][CH2:20][O:21][CH:22]4[CH2:27][CH2:26][CH2:25][CH2:24][O:23]4)[C:14](=[O:28])[N:13]([CH3:29])[C:12]=3[N:30]=[CH:31][C:9]=2[O:8][C:4]2[CH:5]=[N:6][CH:7]=[C:2]([F:1])[CH:3]=2)=[CH:43][CH:42]=1. (4) The product is: [CH3:22][C:21]1[C:16]([N:13]2[CH2:14][CH2:15][N:10]([C:8]([C:5]3[CH:6]=[CH:7][C:2]([N:29]4[CH2:30][CH2:31][O:27][C:28]4=[O:32])=[CH:3][C:4]=3[N+:24]([O-:26])=[O:25])=[O:9])[CH2:11][CH2:12]2)=[N:17][CH:18]=[C:19]([CH3:23])[CH:20]=1. Given the reactants Br[C:2]1[CH:7]=[CH:6][C:5]([C:8]([N:10]2[CH2:15][CH2:14][N:13]([C:16]3[C:21]([CH3:22])=[CH:20][C:19]([CH3:23])=[CH:18][N:17]=3)[CH2:12][CH2:11]2)=[O:9])=[C:4]([N+:24]([O-:26])=[O:25])[CH:3]=1.[O:27]1[CH2:31][CH2:30][NH:29][C:28]1=[O:32], predict the reaction product. (5) Given the reactants [Br:1][C:2]1[CH:10]=[C:9]2[C:5]([C:6]([CH:38]([F:40])[F:39])=[CH:7][N:8]2[S:11]([C:14]2[CH:15]=[CH:16][C:17]([O:32][CH2:33][C:34]([F:37])([F:36])[F:35])=[C:18]([N:20]3[CH2:25][CH2:24][N:23](C(=O)C(Cl)(Cl)Cl)[CH2:22][CH2:21]3)[CH:19]=2)(=[O:13])=[O:12])=[CH:4][CH:3]=1.[OH-].[K+], predict the reaction product. The product is: [Br:1][C:2]1[CH:10]=[C:9]2[C:5]([C:6]([CH:38]([F:39])[F:40])=[CH:7][N:8]2[S:11]([C:14]2[CH:15]=[CH:16][C:17]([O:32][CH2:33][C:34]([F:37])([F:35])[F:36])=[C:18]([N:20]3[CH2:25][CH2:24][NH:23][CH2:22][CH2:21]3)[CH:19]=2)(=[O:12])=[O:13])=[CH:4][CH:3]=1. (6) Given the reactants [Si:1]([O:8][CH2:9][C:10]1[N:11]([CH3:35])[C:12]2[C:17]([CH:18]=1)=[CH:16][C:15]1[C:19](=[N:23][CH2:24][C:25]3[CH:30]=[CH:29][C:28]([O:31][CH3:32])=[CH:27][C:26]=3[O:33][CH3:34])[CH2:20][CH2:21][CH2:22][C:14]=1[CH:13]=2)([C:4]([CH3:7])([CH3:6])[CH3:5])([CH3:3])[CH3:2].[CH:36]([C:45](OC)=[O:46])([C:41](OC)=[O:42])[C:37]([O:39][CH3:40])=[O:38], predict the reaction product. The product is: [Si:1]([O:8][CH2:9][C:10]1[N:11]([CH3:35])[C:12]2[C:17]([CH:18]=1)=[CH:16][C:15]1[C:19]3[N:23]([CH2:24][C:25]4[CH:30]=[CH:29][C:28]([O:31][CH3:32])=[CH:27][C:26]=4[O:33][CH3:34])[C:41](=[O:42])[C:36]([C:37]([O:39][CH3:40])=[O:38])=[C:45]([OH:46])[C:20]=3[CH2:21][CH2:22][C:14]=1[CH:13]=2)([C:4]([CH3:7])([CH3:6])[CH3:5])([CH3:3])[CH3:2]. (7) The product is: [CH2:18]([O:14][C:12]1[CH:11]=[CH:10][N:9]=[C:8]([C:4]2[CH:3]=[C:2]([O:1][CH2:8][CH2:4][CH2:3][CH2:2][CH:7]=[CH2:6])[CH:7]=[CH:6][N:5]=2)[CH:13]=1)[CH2:19][CH2:20][CH2:21][CH:22]=[CH2:23]. Given the reactants [OH:1][C:2]1[CH:7]=[CH:6][N:5]=[C:4]([C:8]2[CH:13]=[C:12]([OH:14])[CH:11]=[CH:10][N:9]=2)[CH:3]=1.[H-].[Na+].Br[CH2:18][CH2:19][CH2:20][CH2:21][CH:22]=[CH2:23], predict the reaction product. (8) The product is: [ClH:1].[ClH:1].[ClH:1].[NH2:37][C@H:33]1[CH2:34][CH2:35][CH2:36][N:31]([C:28]2[N:29]=[CH:30][C:25]([NH:24][C:13]3[C:12]4[C:17](=[CH:18][CH:19]=[C:10]([C:4]5[CH:3]=[C:2]([Cl:1])[C:7]([OH:8])=[C:6]([Cl:9])[CH:5]=5)[N:11]=4)[N:16]=[CH:15][C:14]=3[C:20](=[O:23])[CH2:21][CH3:22])=[CH:26][CH:27]=2)[CH2:32]1. Given the reactants [Cl:1][C:2]1[CH:3]=[C:4]([C:10]2[N:11]=[C:12]3[C:17](=[CH:18][CH:19]=2)[N:16]=[CH:15][C:14]([C:20](=[O:23])[CH2:21][CH3:22])=[C:13]3[NH:24][C:25]2[CH:26]=[CH:27][C:28]([N:31]3[CH2:36][CH2:35][CH2:34][C@H:33]([NH:37]C(=O)OC(C)(C)C)[CH2:32]3)=[N:29][CH:30]=2)[CH:5]=[C:6]([Cl:9])[C:7]=1[OH:8].C(O)(C(F)(F)F)=O, predict the reaction product.